Task: Predict the product of the given reaction.. Dataset: Forward reaction prediction with 1.9M reactions from USPTO patents (1976-2016) (1) Given the reactants Cl.[Br:2][C:3]1[CH:4]=[CH:5][C:6]([F:17])=[C:7]([C@:9]2([CH3:16])[CH2:14][CH2:13][S:12][C:11]([NH2:15])=[N:10]2)[CH:8]=1.[C:18]([O:22][C:23](O[C:23]([O:22][C:18]([CH3:21])([CH3:20])[CH3:19])=[O:24])=[O:24])([CH3:21])([CH3:20])[CH3:19], predict the reaction product. The product is: [C:18]([O:22][C:23](=[O:24])[NH:15][C:11]1[S:12][CH2:13][CH2:14][C@:9]([C:7]2[CH:8]=[C:3]([Br:2])[CH:4]=[CH:5][C:6]=2[F:17])([CH3:16])[N:10]=1)([CH3:21])([CH3:20])[CH3:19]. (2) Given the reactants Cl[C:2]1[CH:7]=[C:6]([C:8]2[CH:13]=[CH:12][C:11]([C:14]3[CH:19]=[CH:18][C:17]([F:20])=[CH:16][CH:15]=3)=[CH:10][CH:9]=2)[N:5]=[C:4]([C:21]([O:23][CH3:24])=[O:22])[CH:3]=1.[CH:25](B1OC(C)(C)C(C)(C)O1)=[CH2:26].[F-].C([N+](CCCC)(CCCC)CCCC)CCC, predict the reaction product. The product is: [F:20][C:17]1[CH:18]=[CH:19][C:14]([C:11]2[CH:12]=[CH:13][C:8]([C:6]3[N:5]=[C:4]([C:21]([O:23][CH3:24])=[O:22])[CH:3]=[C:2]([CH:25]=[CH2:26])[CH:7]=3)=[CH:9][CH:10]=2)=[CH:15][CH:16]=1.